This data is from Catalyst prediction with 721,799 reactions and 888 catalyst types from USPTO. The task is: Predict which catalyst facilitates the given reaction. (1) Reactant: Cl.[Cl:2][C:3]1[CH:4]=[C:5]2[C:10](=[CH:11][CH:12]=1)[CH:9]=[C:8]([S:13]([N:16]1[CH2:21][CH2:20][N:19]([CH2:22][CH:23]3[CH2:28][CH2:27][NH:26][CH2:25][CH2:24]3)[C:18](=[O:29])[CH2:17]1)(=[O:15])=[O:14])[CH:7]=[CH:6]2.S(O)(O)(=O)=O.CS[C:37](=[NH:39])[NH2:38].CSC(=N)N.C(N(CC)CC)C.O. Product: [ClH:2].[C:37]([N:26]1[CH2:27][CH2:28][CH:23]([CH2:22][N:19]2[CH2:20][CH2:21][N:16]([S:13]([C:8]3[CH:7]=[CH:6][C:5]4[C:10](=[CH:11][CH:12]=[C:3]([Cl:2])[CH:4]=4)[CH:9]=3)(=[O:15])=[O:14])[CH2:17][C:18]2=[O:29])[CH2:24][CH2:25]1)(=[NH:38])[NH2:39]. The catalyst class is: 3. (2) The catalyst class is: 8. Product: [NH2:1][C:2]1[N:3]=[C:4]([NH:21][C:22]2[CH:23]=[CH:24][C:25]([S:28]([NH2:29])(=[O:30])=[O:31])=[CH:26][CH:27]=2)[S:5][C:6]=1[C:7](=[O:8])[C:9]1[C:10]([F:20])=[CH:11][C:12]([NH2:16])=[CH:13][C:14]=1[F:15]. Reactant: [NH2:1][C:2]1[N:3]=[C:4]([NH:21][C:22]2[CH:27]=[CH:26][C:25]([S:28](=[O:31])(=[O:30])[NH2:29])=[CH:24][CH:23]=2)[S:5][C:6]=1[C:7]([C:9]1[C:14]([F:15])=[CH:13][C:12]([NH:16]C(=O)C)=[CH:11][C:10]=1[F:20])=[O:8].Cl. (3) Reactant: [CH:1]([N:14]1[CH2:17][CH:16](OS(C)(=O)=O)[CH2:15]1)([C:8]1[CH:13]=[CH:12][CH:11]=[CH:10][CH:9]=1)[C:2]1[CH:7]=[CH:6][CH:5]=[CH:4][CH:3]=1.[CH:23]1([NH2:26])[CH2:25][CH2:24]1. Product: [CH:1]([N:14]1[CH2:17][CH:16]([NH:26][CH:23]2[CH2:25][CH2:24]2)[CH2:15]1)([C:8]1[CH:13]=[CH:12][CH:11]=[CH:10][CH:9]=1)[C:2]1[CH:7]=[CH:6][CH:5]=[CH:4][CH:3]=1. The catalyst class is: 5. (4) Reactant: [Cl:1][C:2]1[CH:9]=[C:8]([Cl:10])[CH:7]=[CH:6][C:3]=1[CH2:4][NH2:5].[Cl:11][CH2:12][C:13](Cl)=[O:14].C(N(CC)CC)C.C1C=C2C(C(O)(O)C(=O)C2=CC=1)=O. Product: [Cl:1][C:2]1[CH:9]=[C:8]([Cl:10])[CH:7]=[CH:6][C:3]=1[CH2:4][NH:5][C:13](=[O:14])[CH2:12][Cl:11]. The catalyst class is: 1. (5) Reactant: CS(C)=O.C(Cl)(=O)C(Cl)=O.[CH2:11]([O:18][C:19]([N:21]1[CH2:26][CH2:25][CH:24]([CH2:27][OH:28])[CH2:23][CH2:22]1)=[O:20])[C:12]1[CH:17]=[CH:16][CH:15]=[CH:14][CH:13]=1.C(N(CC)CC)C. Product: [CH2:11]([O:18][C:19]([N:21]1[CH2:26][CH2:25][CH:24]([CH:27]=[O:28])[CH2:23][CH2:22]1)=[O:20])[C:12]1[CH:17]=[CH:16][CH:15]=[CH:14][CH:13]=1. The catalyst class is: 124.